This data is from CYP3A4 inhibition data for predicting drug metabolism from PubChem BioAssay. The task is: Regression/Classification. Given a drug SMILES string, predict its absorption, distribution, metabolism, or excretion properties. Task type varies by dataset: regression for continuous measurements (e.g., permeability, clearance, half-life) or binary classification for categorical outcomes (e.g., BBB penetration, CYP inhibition). Dataset: cyp3a4_veith. (1) The drug is O=S(=O)(O)c1ccc(N=Nc2ccccc2)cc1. The result is 0 (non-inhibitor). (2) The result is 0 (non-inhibitor). The drug is NC(=O)c1nn(-c2ccccc2)c(=O)cc1O. (3) The molecule is Cc1c(C(=O)O)oc2ccc(S(=O)(=O)NCc3ccc4c(c3)OCO4)cc12. The result is 1 (inhibitor).